The task is: Predict the reactants needed to synthesize the given product.. This data is from Full USPTO retrosynthesis dataset with 1.9M reactions from patents (1976-2016). Given the product [Br:12][C:2]1[C:10]([F:11])=[CH:9][CH:8]=[CH:7][C:3]=1[C:4]([OH:6])=[O:5], predict the reactants needed to synthesize it. The reactants are: N[C:2]1[C:10]([F:11])=[CH:9][CH:8]=[CH:7][C:3]=1[C:4]([OH:6])=[O:5].[BrH:12].N([O-])=O.[Na+].[Br-].